Dataset: Catalyst prediction with 721,799 reactions and 888 catalyst types from USPTO. Task: Predict which catalyst facilitates the given reaction. (1) Reactant: [NH2:1][CH:2]1[CH2:7][CH2:6][N:5]([CH2:8][CH2:9][N:10]2[C:15](=[O:16])[CH:14]=[N:13][C:12]3[CH:17]=[CH:18][C:19]([O:21][CH3:22])=[N:20][C:11]2=3)[CH2:4][CH2:3]1.[O:23]1[C:32]2[CH:31]=[C:30]([CH:33]=O)[N:29]=[CH:28][C:27]=2[O:26][CH2:25][CH2:24]1.C(O[BH3-])(=O)C.[Na+].CO. Product: [O:23]1[C:32]2[CH:31]=[C:30]([CH2:33][NH:1][CH:2]3[CH2:3][CH2:4][N:5]([CH2:8][CH2:9][N:10]4[C:15](=[O:16])[CH:14]=[N:13][C:12]5[CH:17]=[CH:18][C:19]([O:21][CH3:22])=[N:20][C:11]4=5)[CH2:6][CH2:7]3)[N:29]=[CH:28][C:27]=2[O:26][CH2:25][CH2:24]1. The catalyst class is: 4. (2) Reactant: [N+:1]([C:4]1[CH:5]=[CH:6][CH:7]=[C:8]2[C:12]=1[NH:11][C:10]([C:13]([NH2:15])=[O:14])=[CH:9]2)([O-:3])=[O:2].[Br-:16].[Br-].[Br-].[NH+]1C=CC=CC=1.[NH+]1C=CC=CC=1.[NH+]1C=CC=CC=1. Product: [Br:16][C:9]1[C:8]2[C:12](=[C:4]([N+:1]([O-:3])=[O:2])[CH:5]=[CH:6][CH:7]=2)[NH:11][C:10]=1[C:13]([NH2:15])=[O:14]. The catalyst class is: 17.